Dataset: Full USPTO retrosynthesis dataset with 1.9M reactions from patents (1976-2016). Task: Predict the reactants needed to synthesize the given product. (1) Given the product [F:1][C:2]1[CH:7]=[C:6]([CH3:8])[CH:5]=[CH:4][C:3]=1[C:9]1[CH:14]=[C:13]([C:15]2[CH2:19][C@@H:18]([C:20]3[CH:25]=[CH:24][CH:23]=[CH:22][N:21]=3)[O:17][N:16]=2)[CH:12]=[C:11]([C:26]([NH:37][C@H:35]([C:32]2[NH:33][CH:34]=[N:30][N:31]=2)[CH3:36])=[O:28])[CH:10]=1, predict the reactants needed to synthesize it. The reactants are: [F:1][C:2]1[CH:7]=[C:6]([CH3:8])[CH:5]=[CH:4][C:3]=1[C:9]1[CH:14]=[C:13]([C:15]2[CH2:19][C@@H:18]([C:20]3[CH:25]=[CH:24][CH:23]=[CH:22][N:21]=3)[O:17][N:16]=2)[CH:12]=[C:11]([C:26]([OH:28])=O)[CH:10]=1.Cl.[N:30]1[N:31]=[C:32]([C@@H:35]([NH2:37])[CH3:36])[NH:33][CH:34]=1.C(Cl)CCl.C1C=NC2N(O)N=NC=2C=1.C(N(CC)CC)C. (2) Given the product [CH:1]1([C:4]2[CH:5]=[N:6][C:7]([NH:14][C:15]3[CH:16]=[C:17]4[C:21](=[CH:22][CH:23]=3)[N:20]([CH2:30][CH3:31])[C:19]([C:24]3[CH:29]=[CH:28][CH:27]=[CH:26][CH:25]=3)=[CH:18]4)=[C:8]([CH:13]=2)[C:9]([O:11][CH3:12])=[O:10])[CH2:3][CH2:2]1, predict the reactants needed to synthesize it. The reactants are: [CH:1]1([C:4]2[CH:5]=[N:6][C:7]([NH:14][C:15]3[CH:16]=[C:17]4[C:21](=[CH:22][CH:23]=3)[NH:20][C:19]([C:24]3[CH:29]=[CH:28][CH:27]=[CH:26][CH:25]=3)=[CH:18]4)=[C:8]([CH:13]=2)[C:9]([O:11][CH3:12])=[O:10])[CH2:3][CH2:2]1.[CH3:30][C:31](C)([O-])C.[K+].ICC.CN(C)C(=O)C.